From a dataset of NCI-60 drug combinations with 297,098 pairs across 59 cell lines. Regression. Given two drug SMILES strings and cell line genomic features, predict the synergy score measuring deviation from expected non-interaction effect. Drug 1: CC1=C(C(CCC1)(C)C)C=CC(=CC=CC(=CC(=O)O)C)C. Drug 2: C(CCl)NC(=O)N(CCCl)N=O. Cell line: A549. Synergy scores: CSS=23.4, Synergy_ZIP=3.40, Synergy_Bliss=6.40, Synergy_Loewe=2.46, Synergy_HSA=7.45.